This data is from Forward reaction prediction with 1.9M reactions from USPTO patents (1976-2016). The task is: Predict the product of the given reaction. (1) Given the reactants [C:1]1([C:7]([C:13]2[CH:18]=[CH:17][CH:16]=[CH:15][CH:14]=2)=[N:8][N:9]([CH3:12])[C:10]#[N:11])[CH:6]=[CH:5][CH:4]=[CH:3][CH:2]=1.Cl.[NH2:20][OH:21].C(O[Na])(C)=O, predict the reaction product. The product is: [C:1]1([C:7]([C:13]2[CH:18]=[CH:17][CH:16]=[CH:15][CH:14]=2)=[N:8][N:9]([CH3:12])/[C:10](=[N:20]\[OH:21])/[NH2:11])[CH:2]=[CH:3][CH:4]=[CH:5][CH:6]=1. (2) Given the reactants [CH3:1][O:2][C:3]1[CH:8]=[CH:7][N:6]=[CH:5][C:4]=1[N+:9]([O-])=O.C(OCC)(=O)C.CCCCCC, predict the reaction product. The product is: [NH2:9][C:4]1[CH:5]=[N:6][CH:7]=[CH:8][C:3]=1[O:2][CH3:1]. (3) Given the reactants [CH3:1][NH:2][CH3:3].C1COCC1.CCN(C(C)C)C(C)C.[Cl:18][C:19]1[CH:20]=[C:21]([S:26](Cl)(=[O:28])=[O:27])[CH:22]=[CH:23][C:24]=1[F:25].Cl, predict the reaction product. The product is: [Cl:18][C:19]1[CH:20]=[C:21]([S:26]([N:2]([CH3:3])[CH3:1])(=[O:27])=[O:28])[CH:22]=[CH:23][C:24]=1[F:25]. (4) The product is: [O:23]1[C:24]2[CH:30]=[CH:29][CH:28]=[CH:27][C:25]=2[N:26]=[C:22]1[C@@H:18]1[CH2:19][CH2:20][CH2:21][N:17]1[C:9]([C@H:8]([CH2:12][CH2:13][CH2:14][CH3:15])[CH2:7][C:6]([OH:5])=[O:16])=[O:11]. Given the reactants C([O:5][C:6](=[O:16])[CH2:7][C@@H:8]([CH2:12][CH2:13][CH2:14][CH3:15])[C:9]([OH:11])=O)(C)(C)C.[NH:17]1[CH2:21][CH2:20][CH2:19][C@H:18]1[C:22]1[O:23][C:24]2[CH:30]=[CH:29][CH:28]=[CH:27][C:25]=2[N:26]=1, predict the reaction product. (5) Given the reactants [Br:1][C:2]1[CH:7]=[C:6]([CH2:8][NH:9][C:10]([C@@H:12]2[CH2:16][C@@H:15]([F:17])[CH2:14][N:13]2C(OC(C)(C)C)=O)=[O:11])[CH:5]=[C:4]([Cl:25])[N:3]=1.CCN(CC)CC.[F:33][C:34]1[CH:39]=[CH:38][C:37]([S:40](Cl)(=[O:42])=[O:41])=[CH:36][CH:35]=1, predict the reaction product. The product is: [Br:1][C:2]1[CH:7]=[C:6]([CH2:8][NH:9][C:10]([C@@H:12]2[CH2:16][C@@H:15]([F:17])[CH2:14][N:13]2[S:40]([C:37]2[CH:38]=[CH:39][C:34]([F:33])=[CH:35][CH:36]=2)(=[O:42])=[O:41])=[O:11])[CH:5]=[C:4]([Cl:25])[N:3]=1. (6) Given the reactants Cl[C:2]1[N:11]=[C:10]([CH3:12])[C:9]2[C:4](=[CH:5][CH:6]=[CH:7][CH:8]=2)[N:3]=1.[CH2:13]([O:20][C:21](=[O:40])[NH:22][C@H:23]1[CH2:28][CH2:27][CH2:26][C@H:25]([NH:29][C:30](=[O:39])[O:31][CH2:32][C:33]2[CH:38]=[CH:37][CH:36]=[CH:35][CH:34]=2)[CH2:24]1)[C:14]1[CH:19]=[CH:18][CH:17]=[CH:16][CH:15]=1.C([O-])([O-])=O.[Cs+].[Cs+].C1C=CC(P(C2C(C3C(P(C4C=CC=CC=4)C4C=CC=CC=4)=CC=C4C=3C=CC=C4)=C3C(C=CC=C3)=CC=2)C2C=CC=CC=2)=CC=1, predict the reaction product. The product is: [CH2:13]([O:20][C:21](=[O:40])[NH:22][C@H:23]1[CH2:28][CH2:27][CH2:26][C@H:25]([N:29]([C:30]([O:31][CH2:32][C:33]2[CH:34]=[CH:35][CH:36]=[CH:37][CH:38]=2)=[O:39])[C:2]2[N:11]=[C:10]([CH3:12])[C:9]3[C:4](=[CH:5][CH:6]=[CH:7][CH:8]=3)[N:3]=2)[CH2:24]1)[C:14]1[CH:19]=[CH:18][CH:17]=[CH:16][CH:15]=1.